This data is from Full USPTO retrosynthesis dataset with 1.9M reactions from patents (1976-2016). The task is: Predict the reactants needed to synthesize the given product. Given the product [N:4]([C:3]1[CH:5]=[CH:6][C:7]([CH:9]2[CH2:11][CH2:10]2)=[CH:8][C:2]=1[Cl:1])=[N+:23]=[N-:24], predict the reactants needed to synthesize it. The reactants are: [Cl:1][C:2]1[CH:8]=[C:7]([CH:9]2[CH2:11][CH2:10]2)[CH:6]=[CH:5][C:3]=1[NH2:4].N(OC(C)(C)C)=O.[Si]([N:23]=[N+:24]=[N-])(C)(C)C.C([O-])(O)=O.[Na+].